Dataset: Catalyst prediction with 721,799 reactions and 888 catalyst types from USPTO. Task: Predict which catalyst facilitates the given reaction. Reactant: [NH2:1][C@H:2]([C:4]1[N:9]=[C:8]2[CH:10]=[CH:11][N:12]([CH3:13])[C:7]2=[CH:6][C:5]=1[N:14]1[CH2:19][CH2:18][CH2:17][CH:16]([OH:20])[CH2:15]1)[CH3:3].[CH3:21][C:22]([O:25][C:26](O[C:26]([O:25][C:22]([CH3:24])([CH3:23])[CH3:21])=[O:27])=[O:27])([CH3:24])[CH3:23]. Product: [OH:20][CH:16]1[CH2:17][CH2:18][CH2:19][N:14]([C:5]2[CH:6]=[C:7]3[N:12]([CH3:13])[CH:11]=[CH:10][C:8]3=[N:9][C:4]=2[C@@H:2]([NH:1][C:26](=[O:27])[O:25][C:22]([CH3:24])([CH3:23])[CH3:21])[CH3:3])[CH2:15]1. The catalyst class is: 1.